This data is from Full USPTO retrosynthesis dataset with 1.9M reactions from patents (1976-2016). The task is: Predict the reactants needed to synthesize the given product. (1) Given the product [O:15]=[C:13]([N:30]1[CH2:31][CH2:36][CH2:35][CH2:34]1)[C@@H:12]([NH:11][C:9](=[O:10])[O:8][CH2:1][C:2]1[CH:3]=[CH:4][CH:5]=[CH:6][CH:7]=1)[C:16]1[CH:21]=[CH:20][CH:19]=[CH:18][CH:17]=1, predict the reactants needed to synthesize it. The reactants are: [CH2:1]([O:8][C:9]([NH:11][C@@H:12]([C:16]1[CH:21]=[CH:20][CH:19]=[CH:18][CH:17]=1)[C:13]([OH:15])=O)=[O:10])[C:2]1[CH:7]=[CH:6][CH:5]=[CH:4][CH:3]=1.[CH2:34]1CC[CH:31]([N:30]=C=[N:30][CH:31]2[CH2:36][CH2:35][CH2:34]CC2)[CH2:36][CH2:35]1.C1C=CC2N(O)N=NC=2C=1.N1CCCC1. (2) Given the product [O:16]1[CH2:21][CH2:20][N:19]([CH2:22][CH2:23][O:24][C:2]2[CH:7]=[CH:6][N:5]3[C:8]([C:11]([O:13][CH2:14][CH3:15])=[O:12])=[CH:9][N:10]=[C:4]3[CH:3]=2)[CH2:18][CH2:17]1, predict the reactants needed to synthesize it. The reactants are: Br[C:2]1[CH:7]=[CH:6][N:5]2[C:8]([C:11]([O:13][CH2:14][CH3:15])=[O:12])=[CH:9][N:10]=[C:4]2[CH:3]=1.[O:16]1[CH2:21][CH2:20][N:19]([CH2:22][CH2:23][OH:24])[CH2:18][CH2:17]1. (3) Given the product [OH:2][CH2:1][C:3]1[CH:7]=[CH:6][N:5]([C:8]2[N:18]=[CH:17][CH:16]=[CH:15][C:9]=2[C:10]([O:12][CH2:13][CH3:14])=[O:11])[N:4]=1, predict the reactants needed to synthesize it. The reactants are: [CH:1]([C:3]1[CH:7]=[CH:6][N:5]([C:8]2[N:18]=[CH:17][CH:16]=[CH:15][C:9]=2[C:10]([O:12][CH2:13][CH3:14])=[O:11])[N:4]=1)=[O:2].[BH4-].[Na+]. (4) Given the product [CH2:1]([O:8][C:9](=[O:16])[C@@H:10]([N:13]([CH2:23][C:22]([O:21][C:17]([CH3:20])([CH3:19])[CH3:18])=[O:25])[CH2:14][CH3:15])[CH2:11][CH3:12])[C:2]1[CH:7]=[CH:6][CH:5]=[CH:4][CH:3]=1, predict the reactants needed to synthesize it. The reactants are: [CH2:1]([O:8][C:9](=[O:16])[C@@H:10]([NH:13][CH2:14][CH3:15])[CH2:11][CH3:12])[C:2]1[CH:7]=[CH:6][CH:5]=[CH:4][CH:3]=1.[C:17]([O:21][C:22](=[O:25])[CH2:23]Br)([CH3:20])([CH3:19])[CH3:18].C(=O)([O-])[O-].[K+].[K+].[I-].[Na+]. (5) Given the product [Cl:1][C:2]1[CH:7]=[CH:6][C:5]([C:8]2[CH:13]=[CH:12][C:11]([OH:14])=[C:10]([C:25]3[CH:30]=[CH:29][N:28]=[N:27][CH:26]=3)[CH:9]=2)=[CH:4][C:3]=1[C:16]([F:19])([F:18])[F:17], predict the reactants needed to synthesize it. The reactants are: [Cl:1][C:2]1[CH:7]=[CH:6][C:5]([C:8]2[CH:13]=[CH:12][C:11]([OH:14])=[C:10](I)[CH:9]=2)=[CH:4][C:3]=1[C:16]([F:19])([F:18])[F:17].C([Sn](CCCC)(CCCC)[C:25]1[CH:30]=[CH:29][N:28]=[N:27][CH:26]=1)CCC.[F-].[Cs+].CO. (6) Given the product [CH:20]1([N:23]2[C:32]3[C:27](=[CH:28][C:29]([F:39])=[C:30]([N:33]4[CH2:38][CH2:37][N:36]([CH2:2][CH2:3][CH2:4][O:5][C:6]5[C:11]6[B:12]([OH:19])[O:13][CH:14]([CH2:15][N+:16]([O-:18])=[O:17])[C:10]=6[CH:9]=[CH:8][CH:7]=5)[CH2:35][CH2:34]4)[CH:31]=3)[C:26](=[O:40])[C:25]([C:41]([O:43][CH2:44][C:45]3[CH:46]=[CH:47][CH:48]=[CH:49][CH:50]=3)=[O:42])=[CH:24]2)[CH2:22][CH2:21]1, predict the reactants needed to synthesize it. The reactants are: Br[CH2:2][CH2:3][CH2:4][O:5][C:6]1[C:11]2[B:12]([OH:19])[O:13][CH:14]([CH2:15][N+:16]([O-:18])=[O:17])[C:10]=2[CH:9]=[CH:8][CH:7]=1.[CH:20]1([N:23]2[C:32]3[C:27](=[CH:28][C:29]([F:39])=[C:30]([N:33]4[CH2:38][CH2:37][NH:36][CH2:35][CH2:34]4)[CH:31]=3)[C:26](=[O:40])[C:25]([C:41]([O:43][CH2:44][C:45]3[CH:50]=[CH:49][CH:48]=[CH:47][CH:46]=3)=[O:42])=[CH:24]2)[CH2:22][CH2:21]1. (7) Given the product [ClH:1].[Cl:1][C:2]1[CH:3]=[CH:4][C:5]([CH2:8][CH2:9][N:10]2[CH2:15][CH2:14][N:13]([C:16]3[CH:21]=[CH:20][C:19]4[C:22]5[CH2:23][N:24]([CH:30]([CH3:31])[CH3:32])[CH2:25][CH2:26][CH2:27][C:28]=5[O:29][C:18]=4[CH:17]=3)[C:12](=[O:33])[CH2:11]2)=[N:6][CH:7]=1, predict the reactants needed to synthesize it. The reactants are: [Cl:1][C:2]1[CH:3]=[CH:4][C:5]([CH2:8][CH2:9][N:10]2[CH2:15][CH2:14][N:13]([C:16]3[CH:21]=[CH:20][C:19]4[C:22]5[CH2:23][N:24]([CH:30]([CH3:32])[CH3:31])[CH2:25][CH2:26][CH2:27][C:28]=5[O:29][C:18]=4[CH:17]=3)[C:12](=[O:33])[CH2:11]2)=[N:6][CH:7]=1.Cl.CCOCC.